Task: Predict which catalyst facilitates the given reaction.. Dataset: Catalyst prediction with 721,799 reactions and 888 catalyst types from USPTO (1) Reactant: Cl[C:2]1[N:7]=[CH:6][N:5]=[C:4]([N:8]2[CH2:13][CH2:12][CH:11]([CH:14]([N:18]3[CH:22]=[C:21]([C:23]4[C:24]5[CH:31]=[CH:30][NH:29][C:25]=5[N:26]=[CH:27][N:28]=4)[CH:20]=[N:19]3)[CH2:15][C:16]#[N:17])[CH2:10][CH2:9]2)[C:3]=1[CH3:32].[F:33][C:34]1[CH:40]=[CH:39][CH:38]=[CH:37][C:35]=1[NH2:36]. Product: [N:26]1[C:25]2[NH:29][CH:30]=[CH:31][C:24]=2[C:23]([C:21]2[CH:20]=[N:19][N:18]([CH:14]([CH:11]3[CH2:12][CH2:13][N:8]([C:4]4[C:3]([CH3:32])=[C:2]([NH:36][C:35]5[CH:37]=[CH:38][CH:39]=[CH:40][C:34]=5[F:33])[N:7]=[CH:6][N:5]=4)[CH2:9][CH2:10]3)[CH2:15][C:16]#[N:17])[CH:22]=2)=[N:28][CH:27]=1. The catalyst class is: 6. (2) Reactant: [H-].[Na+].[CH:3]1([NH:6][C:7]2[C:12]3=[N:13][CH:14]=[C:15]([C:16]#[N:17])[N:11]3[N:10]=[C:9]([S:18][CH3:19])[N:8]=2)[CH2:5][CH2:4]1.Cl[CH2:21][C:22]1[CH:27]=[CH:26][C:25]([O:28][CH3:29])=[CH:24][CH:23]=1. Product: [CH:3]1([N:6]([CH2:21][C:22]2[CH:27]=[CH:26][C:25]([O:28][CH3:29])=[CH:24][CH:23]=2)[C:7]2[C:12]3=[N:13][CH:14]=[C:15]([C:16]#[N:17])[N:11]3[N:10]=[C:9]([S:18][CH3:19])[N:8]=2)[CH2:4][CH2:5]1. The catalyst class is: 3.